Dataset: Forward reaction prediction with 1.9M reactions from USPTO patents (1976-2016). Task: Predict the product of the given reaction. (1) Given the reactants [H-].[Na+].[Cl:3][C:4]1[CH:18]=[CH:17][C:7]2[O:8][CH2:9][C:10]3[CH:16]=[CH:15][CH:14]=[CH:13][C:11]=3[NH:12][C:6]=2[CH:5]=1.Cl[C@@H:20]1[CH2:25][CH2:24][CH2:23][N:22]([CH2:26][CH2:27][C:28]2[CH:33]=[CH:32][C:31]3[O:34][CH2:35][O:36][C:30]=3[CH:29]=2)[CH2:21]1.C(=O)([O-])O.[Na+], predict the reaction product. The product is: [Cl:3][C:4]1[CH:18]=[CH:17][C:7]2[O:8][CH2:9][C:10]3[CH:16]=[CH:15][CH:14]=[CH:13][C:11]=3[N:12]([CH2:24][C@H:23]3[CH2:25][CH2:20][CH2:21][N:22]3[CH2:26][CH2:27][C:28]3[CH:33]=[CH:32][C:31]4[O:34][CH2:35][O:36][C:30]=4[CH:29]=3)[C:6]=2[CH:5]=1. (2) Given the reactants [NH:1]1[C:11]2[C:6](=[CH:7][CH:8]=[CH:9][CH:10]=2)[C:4](=[O:5])[C:2]1=[O:3].OO.C([NH2:16])=O, predict the reaction product. The product is: [OH:5][C:4]1[C:6]2[C:11](=[CH:10][CH:9]=[CH:8][CH:7]=2)[NH:1][C:2](=[O:3])[N:16]=1. (3) Given the reactants [N+:1]([C:4]1[CH:10]=[C:9]([O:11][Si:12]([CH3:18])([CH3:17])[C:13]([CH3:16])([CH3:15])[CH3:14])[CH:8]=[CH:7][C:5]=1[NH2:6])([O-:3])=[O:2].C[Si]([N-][Si](C)(C)C)(C)C.[Na+].C1COCC1.[C:34](O[C:34]([O:36][C:37]([CH3:40])([CH3:39])[CH3:38])=[O:35])([O:36][C:37]([CH3:40])([CH3:39])[CH3:38])=[O:35], predict the reaction product. The product is: [C:37]([O:36][C:34]([NH:6][C:5]1[CH:7]=[CH:8][C:9]([O:11][Si:12]([CH3:17])([CH3:18])[C:13]([CH3:14])([CH3:15])[CH3:16])=[CH:10][C:4]=1[N+:1]([O-:3])=[O:2])=[O:35])([CH3:40])([CH3:39])[CH3:38]. (4) Given the reactants [C:1]([O:5][C:6]([CH:8]1[CH2:13][CH2:12][N:11]([C:14]2[C:19]([C:20]#[N:21])=[CH:18][C:17]([C:22](F)=[O:23])=[C:16]([S:25][CH3:26])[N:15]=2)[CH2:10][CH2:9]1)=[O:7])([CH3:4])([CH3:3])[CH3:2].[CH2:27]([CH:30]([C:38]([O:40][C:41]([CH3:44])([CH3:43])[CH3:42])=[O:39])[C:31]([O:33][C:34]([CH3:37])([CH3:36])[CH3:35])=[O:32])[CH2:28][CH3:29].[O-]OOO[O-].[Na+].[Na+].C(O)(C(F)(F)F)=O, predict the reaction product. The product is: [C:1]([O:5][C:6]([CH:8]1[CH2:13][CH2:12][N:11]([C:14]2[N:15]=[C:16]([S:25][CH3:26])[C:17]([C:22]([C:30]([CH2:27][CH2:28][CH3:29])([C:31]([O:33][C:34]([CH3:37])([CH3:36])[CH3:35])=[O:32])[C:38]([O:40][C:41]([CH3:44])([CH3:43])[CH3:42])=[O:39])=[O:23])=[CH:18][C:19]=2[C:20]#[N:21])[CH2:10][CH2:9]1)=[O:7])([CH3:4])([CH3:3])[CH3:2]. (5) Given the reactants [C:1]([O:4][CH:5]([CH2:9][CH2:10][S:11][CH3:12])[C:6]([OH:8])=O)(=[O:3])[CH3:2].S(Cl)(Cl)=O.C(N(CC)CC)C.[CH2:24]([NH2:36])[CH2:25][CH2:26][CH2:27][CH2:28][CH2:29][CH2:30][CH2:31][CH2:32][CH2:33][CH2:34][CH3:35], predict the reaction product. The product is: [C:1]([O:4][CH:5]([CH2:9][CH2:10][S:11][CH3:12])[C:6]([NH:36][CH2:24][CH2:25][CH2:26][CH2:27][CH2:28][CH2:29][CH2:30][CH2:31][CH2:32][CH2:33][CH2:34][CH3:35])=[O:8])(=[O:3])[CH3:2]. (6) Given the reactants [Cl:1][C:2]1[CH:3]=[N:4][CH:5]=[C:6]([Cl:20])[C:7]=1[S:8][C:9]1[S:13][C:12]([C:14]([OH:16])=O)=[CH:11][C:10]=1[N+:17]([O-:19])=[O:18].[CH3:21][O:22][C:23]1[CH:24]=[C:25]([CH:28]=[C:29]([O:31][CH3:32])[CH:30]=1)[CH2:26][NH2:27], predict the reaction product. The product is: [Cl:20][C:6]1[CH:5]=[N:4][CH:3]=[C:2]([Cl:1])[C:7]=1[S:8][C:9]1[S:13][C:12]([C:14]([NH:27][CH2:26][C:25]2[CH:28]=[C:29]([O:31][CH3:32])[CH:30]=[C:23]([O:22][CH3:21])[CH:24]=2)=[O:16])=[CH:11][C:10]=1[N+:17]([O-:19])=[O:18].